This data is from Full USPTO retrosynthesis dataset with 1.9M reactions from patents (1976-2016). The task is: Predict the reactants needed to synthesize the given product. (1) Given the product [Cl:12][C:11]1[CH:10]=[CH:9][C:8]([NH:13][C:14]([C:16]2[CH:20]=[CH:19][O:18][C:17]=2[CH3:21])=[O:15])=[CH:7][C:6]=1[CH2:5][OH:4], predict the reactants needed to synthesize it. The reactants are: C([O:4][CH2:5][C:6]1[CH:7]=[C:8]([NH:13][C:14]([C:16]2[CH:20]=[CH:19][O:18][C:17]=2[CH3:21])=[O:15])[CH:9]=[CH:10][C:11]=1[Cl:12])(=O)C.[OH-].[K+]. (2) The reactants are: [C:1]([O:5][C:6]([N:8]1[CH2:12][C@@H:11]([CH:13]=O)[C@H:10]([CH2:15][CH:16]2[CH2:21][CH2:20][CH2:19][CH2:18][CH2:17]2)[CH2:9]1)=[O:7])([CH3:4])([CH3:3])[CH3:2].[CH3:22][NH2:23]. Given the product [C:1]([O:5][C:6]([N:8]1[CH2:12][C@@H:11]([CH2:13][NH:23][CH3:22])[C@H:10]([CH2:15][CH:16]2[CH2:21][CH2:20][CH2:19][CH2:18][CH2:17]2)[CH2:9]1)=[O:7])([CH3:4])([CH3:3])[CH3:2], predict the reactants needed to synthesize it. (3) Given the product [CH3:14][S:15]([O:12][CH2:11][CH2:10][CH2:9][C:5]1[CH:6]=[C:7]([CH3:8])[C:2]([Br:1])=[C:3]([CH3:13])[CH:4]=1)(=[O:17])=[O:16], predict the reactants needed to synthesize it. The reactants are: [Br:1][C:2]1[C:7]([CH3:8])=[CH:6][C:5]([CH2:9][CH2:10][CH2:11][OH:12])=[CH:4][C:3]=1[CH3:13].[CH3:14][S:15](Cl)(=[O:17])=[O:16].O. (4) Given the product [C:13]([O:12][C:10]([N:7]1[CH2:8][CH2:9][N:4]([CH2:3][CH2:2][NH:1][C:24]2[CH:23]=[CH:22][N:21]=[N:20][CH:19]=2)[C:5](=[O:17])[CH2:6]1)=[O:11])([CH3:14])([CH3:16])[CH3:15], predict the reactants needed to synthesize it. The reactants are: [NH2:1][CH2:2][CH2:3][N:4]1[CH2:9][CH2:8][N:7]([C:10]([O:12][C:13]([CH3:16])([CH3:15])[CH3:14])=[O:11])[CH2:6][C:5]1=[O:17].Cl[C:19]1[N:20]=[N:21][CH:22]=[C:23](Cl)[C:24]=1Cl.C(N(CC)CC)C.[H][H].